This data is from Reaction yield outcomes from USPTO patents with 853,638 reactions. The task is: Predict the reaction yield, written as a fraction of the theoretical maximum amount of product (1.0 means a 100% yield; for example, 0.34 means a 34% yield). The reactants are [CH:1]1([C:7]2[C:8]3[CH:33]=[CH:32][C:31]([C:34]([O:36]C)=[O:35])=[CH:30][C:9]=3[N:10]3[C:16]=2[C:15]2[CH:17]=[CH:18][CH:19]=[C:20]([O:21][CH2:22][CH2:23][N:24]4[CH2:29][CH2:28][CH2:27][CH2:26][CH2:25]4)[C:14]=2[O:13][CH2:12][CH2:11]3)[CH2:6][CH2:5][CH2:4][CH2:3][CH2:2]1.[OH-].[Na+].[ClH:40]. The catalyst is O1CCCC1.CO. The product is [ClH:40].[CH:1]1([C:7]2[C:8]3[CH:33]=[CH:32][C:31]([C:34]([OH:36])=[O:35])=[CH:30][C:9]=3[N:10]3[C:16]=2[C:15]2[CH:17]=[CH:18][CH:19]=[C:20]([O:21][CH2:22][CH2:23][N:24]4[CH2:29][CH2:28][CH2:27][CH2:26][CH2:25]4)[C:14]=2[O:13][CH2:12][CH2:11]3)[CH2:2][CH2:3][CH2:4][CH2:5][CH2:6]1. The yield is 0.640.